The task is: Predict the reactants needed to synthesize the given product.. This data is from Full USPTO retrosynthesis dataset with 1.9M reactions from patents (1976-2016). (1) Given the product [CH3:3][O:4][CH2:5][CH2:6][O:7][CH2:8][O:9][C:10]1[CH:15]=[CH:14][C:13]([C@@H:16]2[CH2:18][C@H:17]2[C:19]([OH:21])=[O:20])=[CH:12][CH:11]=1, predict the reactants needed to synthesize it. The reactants are: [OH-].[Na+].[CH3:3][O:4][CH2:5][CH2:6][O:7][CH2:8][O:9][C:10]1[CH:15]=[CH:14][C:13]([C@@H:16]2[CH2:18][C@H:17]2[C:19]([O:21]CC)=[O:20])=[CH:12][CH:11]=1. (2) Given the product [CH3:14][O:13][C:3]1[CH:4]=[C:5]([CH:11]=[CH:12][C:2]=1[O:1][CH2:24][C@@H:23]1[CH2:26][CH2:27][CH2:28][N:22]1[C:15]([O:17][C:18]([CH3:19])([CH3:21])[CH3:20])=[O:16])[C:6]([O:8][CH2:9][CH3:10])=[O:7], predict the reactants needed to synthesize it. The reactants are: [OH:1][C:2]1[CH:12]=[CH:11][C:5]([C:6]([O:8][CH2:9][CH3:10])=[O:7])=[CH:4][C:3]=1[O:13][CH3:14].[C:15]([N:22]1[CH2:28][CH2:27][CH2:26][C@H:23]1[CH2:24]O)([O:17][C:18]([CH3:21])([CH3:20])[CH3:19])=[O:16].C1C=CC(P(C2C=CC=CC=2)C2C=CC=CC=2)=CC=1.CC(OC(/N=N/C(OC(C)C)=O)=O)C.